From a dataset of Full USPTO retrosynthesis dataset with 1.9M reactions from patents (1976-2016). Predict the reactants needed to synthesize the given product. (1) Given the product [CH2:22]([C:20]1[S:21][C:13]2[C:12]3[CH:11]=[CH:10][C:9]([OH:8])=[CH:18][C:17]=3[N:16]=[CH:15][C:14]=2[N:19]=1)[CH2:23][CH3:24], predict the reactants needed to synthesize it. The reactants are: C([O:8][C:9]1[CH:10]=[CH:11][C:12]2[C:13]3[S:21][C:20]([CH2:22][CH2:23][CH3:24])=[N:19][C:14]=3[CH:15]=[N:16][C:17]=2[CH:18]=1)C1C=CC=CC=1.Br.[OH-].[Na+]. (2) Given the product [Cl:36][C:12]1[N:13]([C:17]2[CH:22]=[CH:21][CH:20]=[CH:19][C:18]=2[CH:23]=[O:24])[C:14]2[C:15](=[O:16])[N:7]([CH2:6][O:5][C:3](=[O:4])[C:2]([CH3:35])([CH3:34])[CH3:1])[C:8](=[O:33])[N:9]([CH2:25][O:26][C:27](=[O:32])[C:28]([CH3:29])([CH3:31])[CH3:30])[C:10]=2[N:11]=1, predict the reactants needed to synthesize it. The reactants are: [CH3:1][C:2]([CH3:35])([CH3:34])[C:3]([O:5][CH2:6][N:7]1[C:15](=[O:16])[C:14]2[N:13]([C:17]3[CH:22]=[CH:21][CH:20]=[CH:19][C:18]=3[CH:23]=[O:24])[CH:12]=[N:11][C:10]=2[N:9]([CH2:25][O:26][C:27](=[O:32])[C:28]([CH3:31])([CH3:30])[CH3:29])[C:8]1=[O:33])=[O:4].[Cl:36]N1C(=O)CCC1=O. (3) The reactants are: [NH2:1][C:2]1[S:3][C:4]([CH2:11][CH2:12][CH3:13])=[CH:5][C:6]=1[C:7]([O:9]C)=O.Cl[C:15](Cl)([O:17]C(=O)OC(Cl)(Cl)Cl)Cl.C(N(CC)CC)C.[CH3:33][O:34][C:35]1[CH:40]=[C:39]([O:41][CH3:42])[CH:38]=[CH:37][C:36]=1[CH2:43][NH2:44]. Given the product [CH3:33][O:34][C:35]1[CH:40]=[C:39]([O:41][CH3:42])[CH:38]=[CH:37][C:36]=1[CH2:43][N:44]1[C:7](=[O:9])[C:6]2[CH:5]=[C:4]([CH2:11][CH2:12][CH3:13])[S:3][C:2]=2[NH:1][C:15]1=[O:17], predict the reactants needed to synthesize it. (4) Given the product [CH3:1][C:2]1[N:3]=[C:4]([NH:11][C:12]([N:33]2[CH2:32][CH2:31][N:30]([C:27]3[CH:26]=[CH:25][C:24]([C:21](=[O:23])[CH3:22])=[CH:29][CH:28]=3)[CH2:35][CH2:34]2)=[O:20])[C:5]([O:9][CH3:10])=[N:6][C:7]=1[CH3:8], predict the reactants needed to synthesize it. The reactants are: [CH3:1][C:2]1[N:3]=[C:4]([NH:11][C:12](=[O:20])OC2C=CC=CC=2)[C:5]([O:9][CH3:10])=[N:6][C:7]=1[CH3:8].[C:21]([C:24]1[CH:29]=[CH:28][C:27]([N:30]2[CH2:35][CH2:34][NH:33][CH2:32][CH2:31]2)=[CH:26][CH:25]=1)(=[O:23])[CH3:22]. (5) The reactants are: [Cl:1][CH2:2][CH2:3][CH2:4][N:5]=[C:6]=[O:7].CCN(CC)CC.[NH:15]1[CH:24]2[CH:19]([CH2:20][CH2:21][CH2:22][CH2:23]2)[CH2:18][CH2:17][CH2:16]1.CCOC(C)=O. Given the product [Cl:1][CH2:2][CH2:3][CH2:4][NH:5][C:6]([N:15]1[CH:24]2[CH:19]([CH2:20][CH2:21][CH2:22][CH2:23]2)[CH2:18][CH2:17][CH2:16]1)=[O:7], predict the reactants needed to synthesize it. (6) Given the product [Br:25][C:13]1[N:9]2[N:10]=[CH:11][CH:12]=[C:7]([N:4]3[CH2:3][CH2:2][O:1][CH2:6][CH2:5]3)[C:8]2=[N:15][C:14]=1[CH2:16][OH:17], predict the reactants needed to synthesize it. The reactants are: [O:1]1[CH2:6][CH2:5][N:4]([C:7]2[C:8]3[N:9]([CH:13]=[C:14]([CH2:16][OH:17])[N:15]=3)[N:10]=[CH:11][CH:12]=2)[CH2:3][CH2:2]1.C1C(=O)N([Br:25])C(=O)C1.[O-]S([O-])(=S)=O.[Na+].[Na+]. (7) Given the product [NH2:33][C:27]1[CH:28]=[CH:29][C:30]([O:31][CH3:32])=[C:25]([C:20]2[C:19]([C:17]([N:14]3[CH2:13][CH2:12][N:11]([C:3]4[CH:4]=[CH:5][C:6]([N+:8]([O-:10])=[O:9])=[CH:7][C:2]=4[Cl:1])[CH2:16][CH2:15]3)=[O:18])=[C:23]([CH3:24])[O:22][N:21]=2)[CH:26]=1, predict the reactants needed to synthesize it. The reactants are: [Cl:1][C:2]1[CH:7]=[C:6]([N+:8]([O-:10])=[O:9])[CH:5]=[CH:4][C:3]=1[N:11]1[CH2:16][CH2:15][N:14]([C:17]([C:19]2[C:20]([C:25]3[CH:26]=[C:27]([NH:33]C(=O)OC(C)(C)C)[CH:28]=[CH:29][C:30]=3[O:31][CH3:32])=[N:21][O:22][C:23]=2[CH3:24])=[O:18])[CH2:13][CH2:12]1.C(O)(C(F)(F)F)=O. (8) Given the product [CH3:55][N:56]([CH3:60])[CH2:57][CH2:58][O:44][C:41]1[CH:40]=[CH:39][C:38]([C:34]2[CH:35]=[CH:36][CH:37]=[C:32]([N:22]3[C:23]4[N:30]=[CH:29][C:28]([F:31])=[CH:27][C:24]=4[C:25](=[O:26])[N:20]([C@@H:17]4[CH2:18][CH2:19][C@H:14]([NH:13][C:11]([C:9]5[N:10]=[C:5]6[CH:4]=[CH:3][C:2]([F:1])=[CH:7][N:6]6[CH:8]=5)=[O:12])[CH2:15][CH2:16]4)[C:21]3=[O:45])[CH:33]=2)=[CH:43][CH:42]=1, predict the reactants needed to synthesize it. The reactants are: [F:1][C:2]1[CH:3]=[CH:4][C:5]2[N:6]([CH:8]=[C:9]([C:11]([NH:13][C@H:14]3[CH2:19][CH2:18][C@@H:17]([N:20]4[C:25](=[O:26])[C:24]5[CH:27]=[C:28]([F:31])[CH:29]=[N:30][C:23]=5[N:22]([C:32]5[CH:33]=[C:34]([C:38]6[CH:43]=[CH:42][C:41]([OH:44])=[CH:40][CH:39]=6)[CH:35]=[CH:36][CH:37]=5)[C:21]4=[O:45])[CH2:16][CH2:15]3)=[O:12])[N:10]=2)[CH:7]=1.C(=O)([O-])[O-].[Cs+].[Cs+].[I-].[K+].Cl.[CH3:55][N:56]([CH3:60])[CH2:57][CH2:58]Cl. (9) Given the product [CH3:18][CH:17]1[CH2:16][C:15]2[C:10](=[CH:11][C:12]([C:19]3[CH:24]=[N:23][C:22]([C:25]([N:39]4[CH2:40][CH2:41][N:36]([CH3:35])[CH2:37][CH2:38]4)=[O:27])=[CH:21][CH:20]=3)=[CH:13][CH:14]=2)[CH2:9][N:8]1[C:6]1[CH:5]=[C:4]([N:28]2[CH2:33][CH2:32][N:31]([CH3:34])[CH2:30][CH2:29]2)[N:3]=[C:2]([NH2:1])[N:7]=1, predict the reactants needed to synthesize it. The reactants are: [NH2:1][C:2]1[N:7]=[C:6]([N:8]2[CH:17]([CH3:18])[CH2:16][C:15]3[C:10](=[CH:11][C:12]([C:19]4[CH:20]=[CH:21][C:22]([C:25]([OH:27])=O)=[N:23][CH:24]=4)=[CH:13][CH:14]=3)[CH2:9]2)[CH:5]=[C:4]([N:28]2[CH2:33][CH2:32][N:31]([CH3:34])[CH2:30][CH2:29]2)[N:3]=1.[CH3:35][N:36]1[CH2:41][CH2:40][NH:39][CH2:38][CH2:37]1. (10) Given the product [CH3:23][O:24][C:19]1[N:18]=[N:17][C:16]([N:7]2[C:8]([C:10]3[CH:14]=[CH:13][N:12]([CH3:15])[CH:11]=3)=[CH:9][C:5]([C:3]([OH:2])=[O:4])=[N:6]2)=[CH:21][CH:20]=1, predict the reactants needed to synthesize it. The reactants are: C[O:2][C:3]([C:5]1[CH:9]=[C:8]([C:10]2[CH:14]=[CH:13][N:12]([CH3:15])[CH:11]=2)[N:7]([C:16]2[N:17]=[N:18][C:19](Cl)=[CH:20][CH:21]=2)[N:6]=1)=[O:4].[CH3:23][O-:24].[Na+].[OH-].[Na+].